This data is from Reaction yield outcomes from USPTO patents with 853,638 reactions. The task is: Predict the reaction yield, written as a fraction of the theoretical maximum amount of product (1.0 means a 100% yield; for example, 0.34 means a 34% yield). (1) The reactants are O[CH:2]=[C:3]1[C:11]2[C:6](=[CH:7][C:8]([C:12]([C:14]3[CH:15]=[C:16]([NH:20][C:21]([C:23]4[N:24]([CH2:29][CH3:30])[N:25]=[C:26]([CH3:28])[CH:27]=4)=[O:22])[CH:17]=[CH:18][CH:19]=3)=[O:13])=[CH:9][CH:10]=2)[NH:5][C:4]1=[O:31].[CH3:32][N:33]1[CH2:38][CH2:37][N:36]([C:39]2[CH:44]=[CH:43][C:42]([NH2:45])=[CH:41][CH:40]=2)[CH2:35][CH2:34]1. The catalyst is C1COCC1. The product is [CH3:32][N:33]1[CH2:34][CH2:35][N:36]([C:39]2[CH:44]=[CH:43][C:42]([NH:45][CH:2]=[C:3]3[C:11]4[C:6](=[CH:7][C:8]([C:12]([C:14]5[CH:15]=[C:16]([NH:20][C:21]([C:23]6[N:24]([CH2:29][CH3:30])[N:25]=[C:26]([CH3:28])[CH:27]=6)=[O:22])[CH:17]=[CH:18][CH:19]=5)=[O:13])=[CH:9][CH:10]=4)[NH:5][C:4]3=[O:31])=[CH:41][CH:40]=2)[CH2:37][CH2:38]1. The yield is 0.320. (2) The reactants are [F:1][C:2]1[CH:3]=[C:4]([CH:15]=[CH:16][CH:17]=1)[CH2:5][C:6]1[CH:14]=[CH:13][C:9]([C:10]([OH:12])=O)=[CH:8][CH:7]=1.Cl.[Cl:19][C:20]1[CH:21]=[C:22]2[C:26](=[CH:27][CH:28]=1)[NH:25][C:24]([CH3:29])=[C:23]2[CH2:30][CH2:31][NH2:32].CN(C(ON1N=NC2C=CC=NC1=2)=[N+](C)C)C.F[P-](F)(F)(F)(F)F.C(N(CC)C(C)C)(C)C. The catalyst is CN(C=O)C. The product is [Cl:19][C:20]1[CH:21]=[C:22]2[C:26](=[CH:27][CH:28]=1)[NH:25][C:24]([CH3:29])=[C:23]2[CH2:30][CH2:31][NH:32][C:10](=[O:12])[C:9]1[CH:8]=[CH:7][C:6]([CH2:5][C:4]2[CH:15]=[CH:16][CH:17]=[C:2]([F:1])[CH:3]=2)=[CH:14][CH:13]=1. The yield is 0.340. (3) The reactants are [OH:1][CH:2]([CH3:37])[CH2:3][N:4]1[C:9](=[O:10])[C:8]([CH2:11][C:12]2[CH:17]=[CH:16][C:15]([C:18]3[CH:23]=[CH:22][CH:21]=[CH:20][C:19]=3[C:24]3[NH:28][C:27](=[O:29])[O:26][N:25]=3)=[CH:14][CH:13]=2)=[C:7]([CH2:30][CH2:31][CH3:32])[N:6]2[N:33]=[C:34]([CH3:36])[N:35]=[C:5]12.CC(OI1(OC(C)=O)(OC(C)=O)OC(=O)C2C=CC=CC1=2)=O.C(=O)([O-])O.[Na+].O.O.O.O.O.S([O-])([O-])(=O)=S.[Na+].[Na+]. The catalyst is C(OCC)(=O)C.C(#N)C. The product is [CH3:36][C:34]1[N:35]=[C:5]2[N:4]([CH2:3][C:2](=[O:1])[CH3:37])[C:9](=[O:10])[C:8]([CH2:11][C:12]3[CH:13]=[CH:14][C:15]([C:18]4[CH:23]=[CH:22][CH:21]=[CH:20][C:19]=4[C:24]4[NH:28][C:27](=[O:29])[O:26][N:25]=4)=[CH:16][CH:17]=3)=[C:7]([CH2:30][CH2:31][CH3:32])[N:6]2[N:33]=1. The yield is 0.620. (4) The reactants are Cl[C:2]1[N:7]=[CH:6][C:5]([C:8]([N:10]2[C:16]3[CH:17]=[CH:18][CH:19]=[CH:20][C:15]=3[CH2:14][N:13]3[C:21]([C:24]([NH:26][CH2:27][C:28]4[CH:29]=[N:30][CH:31]=[CH:32][CH:33]=4)=[O:25])=[CH:22][CH:23]=[C:12]3[CH2:11]2)=[O:9])=[CH:4][CH:3]=1.[CH2:34]([NH2:41])[C:35]1[CH:40]=[CH:39][CH:38]=[CH:37][CH:36]=1. The catalyst is ClCCl. The product is [CH2:34]([NH:41][C:2]1[N:7]=[CH:6][C:5]([C:8]([N:10]2[C:16]3[CH:17]=[CH:18][CH:19]=[CH:20][C:15]=3[CH2:14][N:13]3[C:21]([C:24]([NH:26][CH2:27][C:28]4[CH:29]=[N:30][CH:31]=[CH:32][CH:33]=4)=[O:25])=[CH:22][CH:23]=[C:12]3[CH2:11]2)=[O:9])=[CH:4][CH:3]=1)[C:35]1[CH:40]=[CH:39][CH:38]=[CH:37][CH:36]=1. The yield is 0.470. (5) The reactants are [CH:1]1([CH2:6][CH:7]([N:11]2[C:16](=[O:17])[CH:15]=[C:14]([O:18][C:19]3[CH:24]=[CH:23][CH:22]=[C:21]([C:25]([F:28])([F:27])[F:26])[CH:20]=3)[CH:13]=[N:12]2)[C:8](O)=[O:9])[CH2:5][CH2:4][CH2:3][CH2:2]1.[NH2:29][C:30]1[CH:34]=[CH:33][N:32]([CH2:35][C:36]([CH3:39])([OH:38])[CH3:37])[N:31]=1. No catalyst specified. The product is [CH:1]1([CH2:6][CH:7]([N:11]2[C:16](=[O:17])[CH:15]=[C:14]([O:18][C:19]3[CH:24]=[CH:23][CH:22]=[C:21]([C:25]([F:26])([F:27])[F:28])[CH:20]=3)[CH:13]=[N:12]2)[C:8]([NH:29][C:30]2[CH:34]=[CH:33][N:32]([CH2:35][C:36]([OH:38])([CH3:37])[CH3:39])[N:31]=2)=[O:9])[CH2:5][CH2:4][CH2:3][CH2:2]1. The yield is 0.0500. (6) The reactants are C([O:8][C@@H:9]([CH3:12])[CH2:10][OH:11])C1C=CC=CC=1.[Cl:13][C:14]1[CH:38]=[N:37][C:17]2[NH:18][C:19]3[C:24](Cl)=[N:23][CH:22]=[C:21]([C:26]4[CH:31]=[CH:30][CH:29]=[C:28]([S:32]([CH2:35][CH3:36])(=[O:34])=[O:33])[CH:27]=4)[C:20]=3[C:16]=2[CH:15]=1. The catalyst is CO.[Pd]. The product is [Cl:13][C:14]1[CH:38]=[N:37][C:17]2[NH:18][C:19]3[C:24]([O:11][CH2:10][C@H:9]([OH:8])[CH3:12])=[N:23][CH:22]=[C:21]([C:26]4[CH:31]=[CH:30][CH:29]=[C:28]([S:32]([CH2:35][CH3:36])(=[O:34])=[O:33])[CH:27]=4)[C:20]=3[C:16]=2[CH:15]=1. The yield is 0.150.